Dataset: Forward reaction prediction with 1.9M reactions from USPTO patents (1976-2016). Task: Predict the product of the given reaction. (1) Given the reactants [CH3:1][C:2]([C:11]1[S:12][CH:13]=[CH:14][N:15]=1)([CH3:10])[C:3]([O:5][C:6]([CH3:9])([CH3:8])[CH3:7])=[O:4].[Br:16]Br, predict the reaction product. The product is: [Br:16][C:13]1[S:12][C:11]([C:2]([CH3:1])([CH3:10])[C:3]([O:5][C:6]([CH3:7])([CH3:8])[CH3:9])=[O:4])=[N:15][CH:14]=1. (2) Given the reactants [CH3:1][O:2][C:3]([NH:5][C@H:6]([CH:55]([CH3:57])[CH3:56])[C:7]([N:9]1[CH2:13][CH2:12][CH2:11][C@H:10]1[C:14]1[NH:18][C:17]2[CH:19]=[C:20]([C:23]3[CH:28]=[CH:27][C:26]([C:29]4[CH:34]=[CH:33][C:32]([C:35]5[NH:39][C:38]([C@@H:40]6[CH2:44][CH2:43][CH2:42][N:41]6[C:45](OCC6C=CC=CC=6)=[O:46])=[N:37][CH:36]=5)=[CH:31][CH:30]=4)=[CH:25][CH:24]=3)[CH:21]=[CH:22][C:16]=2[N:15]=1)=[O:8])=[O:4].C(=O)([O-])[O-].[K+].[K+].[CH3:64][O:65][C:66]([NH:68][C@H:69]([C:73]1[CH:78]=[CH:77][CH:76]=[CH:75][CH:74]=1)C(O)=O)=[O:67].CCOC(C(C#N)=NOC(N1CCOCC1)=[N+](C)C)=O.F[P-](F)(F)(F)(F)F, predict the reaction product. The product is: [CH3:1][O:2][C:3]([NH:5][C@H:6]([CH:55]([CH3:57])[CH3:56])[C:7]([N:9]1[CH2:13][CH2:12][CH2:11][C@H:10]1[C:14]1[NH:18][C:17]2[CH:19]=[C:20]([C:23]3[CH:28]=[CH:27][C:26]([C:29]4[CH:34]=[CH:33][C:32]([C:35]5[NH:39][C:38]([C@@H:40]6[CH2:44][CH2:43][CH2:42][N:41]6[C:45](=[O:46])[C@H:69]([NH:68][C:66](=[O:67])[O:65][CH3:64])[C:73]6[CH:78]=[CH:77][CH:76]=[CH:75][CH:74]=6)=[N:37][CH:36]=5)=[CH:31][CH:30]=4)=[CH:25][CH:24]=3)[CH:21]=[CH:22][C:16]=2[N:15]=1)=[O:8])=[O:4]. (3) Given the reactants Cl[C:2]1[CH:11]=[C:10]2[C:5]([C:6]([CH3:12])=[CH:7][CH:8]=[N:9]2)=[CH:4][CH:3]=1.[F:13][CH:14]([F:23])[C:15]([C:17]1[CH:22]=[CH:21][CH:20]=[CH:19][CH:18]=1)=[O:16].[O-]P([O-])([O-])=O.[K+].[K+].[K+].O, predict the reaction product. The product is: [F:13][C:14]([F:23])([C:2]1[CH:11]=[C:10]2[C:5]([C:6]([CH3:12])=[CH:7][CH:8]=[N:9]2)=[CH:4][CH:3]=1)[C:15]([C:17]1[CH:18]=[CH:19][CH:20]=[CH:21][CH:22]=1)=[O:16]. (4) Given the reactants [CH3:1][C:2]1[C:3]([NH:17][CH2:18][CH2:19][O:20][C:21]2[CH:26]=[CH:25][CH:24]=[CH:23][CH:22]=2)=[C:4]([NH2:16])[C:5]([O:9][C:10]2[CH:15]=[CH:14][CH:13]=[CH:12][CH:11]=2)=[N:6][C:7]=1[CH3:8].[C:27](OCC)(OCC)(OCC)C.Cl.N1C=CC=CC=1, predict the reaction product. The product is: [CH3:8][C:7]1[N:6]=[C:5]([O:9][C:10]2[CH:11]=[CH:12][CH:13]=[CH:14][CH:15]=2)[C:4]2[N:16]=[CH:27][N:17]([CH2:18][CH2:19][O:20][C:21]3[CH:26]=[CH:25][CH:24]=[CH:23][CH:22]=3)[C:3]=2[C:2]=1[CH3:1].